Dataset: Reaction yield outcomes from USPTO patents with 853,638 reactions. Task: Predict the reaction yield, written as a fraction of the theoretical maximum amount of product (1.0 means a 100% yield; for example, 0.34 means a 34% yield). (1) The reactants are [NH2:1][C:2]1[CH:16]=[CH:15][C:5]2[C:6](=[O:14])[NH:7][C:8]3[C:13]([C:4]=2[CH:3]=1)=[CH:12][CH:11]=[CH:10][N:9]=3.[N+:17]([C:20]1[CH:27]=[CH:26][CH:25]=[CH:24][C:21]=1[CH2:22]Br)([O-:19])=[O:18]. No catalyst specified. The product is [N+:17]([C:20]1[CH:27]=[CH:26][CH:25]=[CH:24][C:21]=1[CH2:22][NH:1][C:2]1[CH:16]=[CH:15][C:5]2[C:6](=[O:14])[NH:7][C:8]3[C:13]([C:4]=2[CH:3]=1)=[CH:12][CH:11]=[CH:10][N:9]=3)([O-:19])=[O:18]. The yield is 0.120. (2) The reactants are [C:1]1([C:7]2[CH:12]=[C:11]([CH:13]3[CH2:18][CH2:17][S:16](=[O:20])(=[O:19])[CH2:15][CH2:14]3)[CH:10]=[CH:9][C:8]=2[NH2:21])[CH2:6][CH2:5][CH2:4][CH2:3][CH:2]=1.[K+].[C:23]([C:25]1[N:26]=[C:27]([C:38]([O-])=[O:39])[N:28]([CH2:30][O:31][CH2:32][CH2:33][Si:34]([CH3:37])([CH3:36])[CH3:35])[CH:29]=1)#[N:24].F[P-](F)(F)(F)(F)F.Br[P+](N1CCCC1)(N1CCCC1)N1CCCC1.CCN(C(C)C)C(C)C. The catalyst is CN(C=O)C.CCOC(C)=O. The product is [C:1]1([C:7]2[CH:12]=[C:11]([CH:13]3[CH2:18][CH2:17][S:16](=[O:19])(=[O:20])[CH2:15][CH2:14]3)[CH:10]=[CH:9][C:8]=2[NH:21][C:38]([C:27]2[N:28]([CH2:30][O:31][CH2:32][CH2:33][Si:34]([CH3:37])([CH3:36])[CH3:35])[CH:29]=[C:25]([C:23]#[N:24])[N:26]=2)=[O:39])[CH2:6][CH2:5][CH2:4][CH2:3][CH:2]=1. The yield is 0.730. (3) The reactants are [C:1]1([CH3:10])[CH:6]=[CH:5][C:4]([C:7](=[O:9])[CH3:8])=[CH:3][CH:2]=1.C[Si]([N-][Si](C)(C)C)(C)C.[Li+].[CH3:21][C:22]([S@@:25](/[N:27]=[C:28](\[C:33]1[CH:38]=[CH:37][C:36]([O:39][CH2:40][CH2:41][CH2:42][CH2:43][CH2:44][C:45]([F:48])([F:47])[F:46])=[CH:35][CH:34]=1)/[C:29]([F:32])([F:31])[F:30])=[O:26])([CH3:24])[CH3:23]. The catalyst is C1COCC1. The product is [CH3:24][C:22]([S@@:25]([NH:27][C@:28]([C:33]1[CH:34]=[CH:35][C:36]([O:39][CH2:40][CH2:41][CH2:42][CH2:43][CH2:44][C:45]([F:48])([F:46])[F:47])=[CH:37][CH:38]=1)([CH2:8][C:7](=[O:9])[C:4]1[CH:5]=[CH:6][C:1]([CH3:10])=[CH:2][CH:3]=1)[C:29]([F:30])([F:32])[F:31])=[O:26])([CH3:21])[CH3:23]. The yield is 0.590. (4) The catalyst is CC(N(C)C)=O. The product is [CH3:13][C:14]1([CH3:20])[NH:15][CH2:16][CH2:17][N:18]([C:2]2[CH:12]=[CH:11][C:5]([C:6]([O:8][CH2:9][CH3:10])=[O:7])=[CH:4][CH:3]=2)[CH2:19]1. The yield is 0.553. The reactants are F[C:2]1[CH:12]=[CH:11][C:5]([C:6]([O:8][CH2:9][CH3:10])=[O:7])=[CH:4][CH:3]=1.[CH3:13][C:14]1([CH3:20])[CH2:19][NH:18][CH2:17][CH2:16][NH:15]1.C(N(C(C)C)C(C)C)C. (5) The reactants are [O:1]([C:8]1[CH:27]=[CH:26][C:11]([O:12][C:13]2[CH:18]=[CH:17][N:16]=[CH:15][C:14]=2[C:19]2[CH:20]=[C:21]([CH:23]=[CH:24][CH:25]=2)[NH2:22])=[CH:10][CH:9]=1)[C:2]1[CH:7]=[CH:6][CH:5]=[CH:4][CH:3]=1.[C:28](O)(=[O:32])/[CH:29]=[CH:30]/[CH3:31]. No catalyst specified. The product is [O:1]([C:8]1[CH:9]=[CH:10][C:11]([O:12][C:13]2[CH:18]=[CH:17][N:16]=[CH:15][C:14]=2[C:19]2[CH:20]=[C:21]([NH:22][C:28](=[O:32])/[CH:29]=[CH:30]/[CH3:31])[CH:23]=[CH:24][CH:25]=2)=[CH:26][CH:27]=1)[C:2]1[CH:7]=[CH:6][CH:5]=[CH:4][CH:3]=1. The yield is 0.560.